From a dataset of Forward reaction prediction with 1.9M reactions from USPTO patents (1976-2016). Predict the product of the given reaction. Given the reactants N[C:2]1[CH:23]=[C:22]([F:24])[CH:21]=[CH:20][C:3]=1[O:4][C:5]1[N:9]([CH2:10][CH3:11])[N:8]=[C:7]([C:12]2[CH:13]=[C:14]([CH:17]=[CH:18][CH:19]=2)[C:15]#[N:16])[CH:6]=1.N([O-])=O.[Na+], predict the reaction product. The product is: [CH2:10]([N:9]1[C:5]([O:4][C:3]2[CH:2]=[CH:23][C:22]([F:24])=[CH:21][CH:20]=2)=[CH:6][C:7]([C:12]2[CH:13]=[C:14]([CH:17]=[CH:18][CH:19]=2)[C:15]#[N:16])=[N:8]1)[CH3:11].